From a dataset of Full USPTO retrosynthesis dataset with 1.9M reactions from patents (1976-2016). Predict the reactants needed to synthesize the given product. (1) Given the product [CH3:1][C:2]1[C:6]([C:7]([C:16]2[O:17][C:18]3[CH:24]=[CH:23][C:22]([CH2:25][C:26]([NH:28][CH:29]([C:36]4[CH:41]=[CH:40][C:39]([CH3:42])=[CH:38][C:37]=4[CH3:43])[C:30]4[CH:31]=[CH:32][CH:33]=[CH:34][CH:35]=4)=[O:27])=[CH:21][C:19]=3[CH:20]=2)=[CH:8][CH2:9][C:10]([OH:12])=[O:11])=[C:5]([CH3:44])[O:4][N:3]=1, predict the reactants needed to synthesize it. The reactants are: [CH3:1][C:2]1[C:6]([C:7]([C:16]2[O:17][C:18]3[CH:24]=[CH:23][C:22]([CH2:25][C:26]([NH:28][CH:29]([C:36]4[CH:41]=[CH:40][C:39]([CH3:42])=[CH:38][C:37]=4[CH3:43])[C:30]4[CH:35]=[CH:34][CH:33]=[CH:32][CH:31]=4)=[O:27])=[CH:21][C:19]=3[CH:20]=2)(O)[CH2:8][CH2:9][C:10]([O:12]CC)=[O:11])=[C:5]([CH3:44])[O:4][N:3]=1.ClCOC(C)C. (2) Given the product [CH3:1][O:2][C:3]1[CH:4]=[C:5]2[C:10](=[CH:11][CH:12]=1)[C:9]([C:13]([N:23]1[CH2:28][CH2:27][O:26][CH2:25][CH2:24]1)=[O:15])=[N:8][C:7]([NH:16][C:17]1[CH:21]=[C:20]([CH3:22])[NH:19][N:18]=1)=[CH:6]2, predict the reactants needed to synthesize it. The reactants are: [CH3:1][O:2][C:3]1[CH:4]=[C:5]2[C:10](=[CH:11][CH:12]=1)[C:9]([C:13]([OH:15])=O)=[N:8][C:7]([NH:16][C:17]1[CH:21]=[C:20]([CH3:22])[NH:19][N:18]=1)=[CH:6]2.[NH:23]1[CH2:28][CH2:27][O:26][CH2:25][CH2:24]1.ON1C2C=CC=CC=2N=N1.Cl.C(N=C=NCCCN(C)C)C. (3) Given the product [C:31]1([C:18]2[C:17]([N:14]3[CH2:15][CH2:16][N:11]([C:3]4[CH:4]=[CH:5][C:6]5[C:1](=[CH:10][CH:9]=[CH:8][CH:7]=5)[N:2]=4)[CH2:12][CH2:13]3)=[N:26][C:25]3[C:20](=[CH:21][CH:22]=[C:23]([C:27]([OH:29])=[O:28])[CH:24]=3)[N:19]=2)[CH:32]=[CH:33][CH:34]=[CH:35][CH:36]=1, predict the reactants needed to synthesize it. The reactants are: [CH:1]1[C:10]2[C:5](=[CH:6][CH:7]=[CH:8][CH:9]=2)[CH:4]=[C:3]([N:11]2[CH2:16][CH2:15][N:14]([C:17]3[C:18]([C:31]4[CH:36]=[CH:35][CH:34]=[CH:33][CH:32]=4)=[N:19][C:20]4[C:25]([N:26]=3)=[CH:24][C:23]([C:27]([O:29]C)=[O:28])=[CH:22][CH:21]=4)[CH2:13][CH2:12]2)[N:2]=1.[OH-].[Na+].Cl. (4) Given the product [O:1]=[CH:2][C@@H:3]([C@H:5]([C@@H:7]([C@@H:9]([CH2:11][OH:12])[OH:10])[OH:8])[OH:6])[OH:4].[OH:13][CH2:14][C:15]([C@H:17]([C@H:19]([C@@H:21]([CH2:23][OH:24])[OH:22])[OH:20])[OH:18])=[O:16], predict the reactants needed to synthesize it. The reactants are: [O:1]=[CH:2][C@@H:3]([C@H:5]([C@@H:7]([C@@H:9]([CH2:11][OH:12])[OH:10])[OH:8])[OH:6])[OH:4].[O:13]=[CH:14][C@@H:15]([C@H:17]([C@H:19]([C@@H:21]([CH2:23][OH:24])[OH:22])[OH:20])[OH:18])[OH:16].OCC([C@H]([C@H]([C@@H](CO)O)O)O)=O.O. (5) The reactants are: Cl[C:2]1[CH:7]=[CH:6][CH:5]=[C:4]([S:8]([C:11]2[CH:16]=[CH:15][C:14]([O:17][CH3:18])=[CH:13][CH:12]=2)(=[O:10])=[O:9])[N:3]=1.CC1(C)C(C)(C)OB([C:27]2[CH:39]=[CH:38][C:30]3[N:31]=[C:32]([NH:34][C:35](=[O:37])[CH3:36])[S:33][C:29]=3[CH:28]=2)O1.C(=O)([O-])[O-].[Na+].[Na+]. Given the product [CH3:18][O:17][C:14]1[CH:15]=[CH:16][C:11]([S:8]([C:4]2[N:3]=[C:2]([C:27]3[CH:39]=[CH:38][C:30]4[N:31]=[C:32]([NH:34][C:35](=[O:37])[CH3:36])[S:33][C:29]=4[CH:28]=3)[CH:7]=[CH:6][CH:5]=2)(=[O:10])=[O:9])=[CH:12][CH:13]=1, predict the reactants needed to synthesize it. (6) Given the product [NH2:1][C:2]1[C:7]2=[C:8]([C:42]3[CH:43]=[CH:44][C:45]4[C:40]([CH:41]=3)=[N:39][N:38]([CH2:31][C:32]3[CH:37]=[CH:36][CH:35]=[CH:34][CH:33]=3)[CH:46]=4)[CH:9]=[C:10]([C:11]3[CH:16]=[CH:15][C:14]([N:17]4[CH2:22][CH2:21][N:20]([C:23]([O:25][C:26]([CH3:29])([CH3:28])[CH3:27])=[O:24])[CH2:19][CH2:18]4)=[CH:13][CH:12]=3)[N:6]2[N:5]=[CH:4][N:3]=1, predict the reactants needed to synthesize it. The reactants are: [NH2:1][C:2]1[C:7]2=[C:8](Br)[CH:9]=[C:10]([C:11]3[CH:16]=[CH:15][C:14]([N:17]4[CH2:22][CH2:21][N:20]([C:23]([O:25][C:26]([CH3:29])([CH3:28])[CH3:27])=[O:24])[CH2:19][CH2:18]4)=[CH:13][CH:12]=3)[N:6]2[N:5]=[CH:4][N:3]=1.[CH2:31]([N:38]1[CH:46]=[C:45]2[C:40]([CH:41]=[C:42](B3OC(C)(C)C(C)(C)O3)[CH:43]=[CH:44]2)=[N:39]1)[C:32]1[CH:37]=[CH:36][CH:35]=[CH:34][CH:33]=1.C([O-])([O-])=O.[Na+].[Na+].